The task is: Predict the reactants needed to synthesize the given product.. This data is from Full USPTO retrosynthesis dataset with 1.9M reactions from patents (1976-2016). (1) Given the product [CH3:11][N:12]([CH3:14])[CH2:13][CH2:9][C:8]([C:4]1[CH:5]=[CH:6][CH:7]=[C:2]([F:1])[CH:3]=1)=[O:10], predict the reactants needed to synthesize it. The reactants are: [F:1][C:2]1[CH:3]=[C:4]([C:8](=[O:10])[CH3:9])[CH:5]=[CH:6][CH:7]=1.[CH3:11][NH:12][CH3:13].[CH2:14]=O.Cl. (2) Given the product [C:3]([O:7][C:8](=[O:19])[NH:9][C:10]1[CH:15]=[CH:14][C:13]([Si:28]([CH2:25][CH:26]=[CH2:27])([CH3:30])[CH3:29])=[CH:12][C:11]=1[O:17][CH3:18])([CH3:6])([CH3:5])[CH3:4], predict the reactants needed to synthesize it. The reactants are: [H-].[K+].[C:3]([O:7][C:8](=[O:19])[NH:9][C:10]1[CH:15]=[CH:14][C:13](Br)=[CH:12][C:11]=1[O:17][CH3:18])([CH3:6])([CH3:5])[CH3:4].C([Li])(C)(C)C.[CH2:25]([Si:28](Cl)([CH3:30])[CH3:29])[CH:26]=[CH2:27]. (3) Given the product [ClH:33].[CH2:1]([N:8]1[C:12]2=[C:13]([N:21]3[CH2:30][CH2:29][C:28]4[C:23](=[CH:24][CH:25]=[CH:26][CH:27]=4)[CH2:22]3)[N:14]=[C:15]([CH:17]([OH:20])[CH2:18][CH3:19])[CH:16]=[C:11]2[C:10]([CH3:31])=[C:9]1[CH3:32])[C:2]1[CH:3]=[CH:4][CH:5]=[CH:6][CH:7]=1, predict the reactants needed to synthesize it. The reactants are: [CH2:1]([N:8]1[C:12]2=[C:13]([N:21]3[CH2:30][CH2:29][C:28]4[C:23](=[CH:24][CH:25]=[CH:26][CH:27]=4)[CH2:22]3)[N:14]=[C:15]([C:17](=[O:20])[CH2:18][CH3:19])[CH:16]=[C:11]2[C:10]([CH3:31])=[C:9]1[CH3:32])[C:2]1[CH:7]=[CH:6][CH:5]=[CH:4][CH:3]=1.[ClH:33].C(N1C2=C(N3CCC4C(=CC=CC=4)C3)N=C(C(=O)CC)C=C2C(C)=C1C)C1C=CC=CC=1.C(=O)(O)[O-].[Na+]. (4) Given the product [C:14]12([NH:24][C:25](=[O:31])[CH2:26][CH2:27][CH2:28][CH2:29][N:4]([CH2:1][CH2:2][CH3:3])[CH:5]3[CH2:13][CH2:12][C:8]4[N:9]=[CH:10][S:11][C:7]=4[CH2:6]3)[CH2:23][CH:18]3[CH2:19][CH:20]([CH2:22][CH:16]([CH2:17]3)[CH2:15]1)[CH2:21]2, predict the reactants needed to synthesize it. The reactants are: [CH2:1]([NH:4][CH:5]1[CH2:13][CH2:12][C:8]2[N:9]=[CH:10][S:11][C:7]=2[CH2:6]1)[CH2:2][CH3:3].[C:14]12([NH:24][C:25](=[O:31])[CH2:26][CH2:27][CH2:28][CH:29]=O)[CH2:23][CH:18]3[CH2:19][CH:20]([CH2:22][CH:16]([CH2:17]3)[CH2:15]1)[CH2:21]2.C(O[BH-](OC(=O)C)OC(=O)C)(=O)C.[Na+]. (5) The reactants are: [F:1][C:2]([F:19])([F:18])[C:3]1[CH:8]=[CH:7][C:6]([CH:9]=[CH:10][C:11]2[O:12][CH:13]=[C:14]([CH2:16][OH:17])[N:15]=2)=[CH:5][CH:4]=1.Cl[C:21]1[N:26]=[CH:25][C:24]([CH2:27][CH2:28][CH2:29][CH2:30][N:31]2[CH:35]=[CH:34][CH:33]=[N:32]2)=[CH:23][N:22]=1.CC(C)([O-])C.[Na+].[NH4+].[Cl-]. Given the product [N:31]1([CH2:30][CH2:29][CH2:28][CH2:27][C:24]2[CH:25]=[N:26][C:21]([O:17][CH2:16][C:14]3[N:15]=[C:11](/[CH:10]=[CH:9]/[C:6]4[CH:7]=[CH:8][C:3]([C:2]([F:1])([F:18])[F:19])=[CH:4][CH:5]=4)[O:12][CH:13]=3)=[N:22][CH:23]=2)[CH:35]=[CH:34][CH:33]=[N:32]1, predict the reactants needed to synthesize it. (6) Given the product [C:1]([Si:5]([CH3:19])([CH3:20])[O:6][CH2:7][CH2:8][O:9][C:10]1[CH:11]=[C:12]([CH:16]=[CH:17][CH:18]=1)[CH2:13][NH:14][CH3:15])([CH3:4])([CH3:3])[CH3:2], predict the reactants needed to synthesize it. The reactants are: [C:1]([Si:5]([CH3:20])([CH3:19])[O:6][CH2:7][CH2:8][O:9][C:10]1[CH:11]=[C:12]([CH:16]=[CH:17][CH:18]=1)[CH:13]=[N:14][CH3:15])([CH3:4])([CH3:3])[CH3:2].[BH4-].[Na+]. (7) Given the product [NH:33]1[C:34]2[C:30](=[C:29]([C:2]3[CH:3]=[C:4]([NH2:20])[C:5]4[CH:6]=[N:7][N:8]([S:11]([C:14]5[CH:19]=[CH:18][CH:17]=[CH:16][CH:15]=5)(=[O:13])=[O:12])[C:9]=4[CH:10]=3)[CH:37]=[CH:36][CH:35]=2)[CH:31]=[CH:32]1, predict the reactants needed to synthesize it. The reactants are: Br[C:2]1[CH:3]=[C:4]([NH2:20])[C:5]2[CH:6]=[N:7][N:8]([S:11]([C:14]3[CH:19]=[CH:18][CH:17]=[CH:16][CH:15]=3)(=[O:13])=[O:12])[C:9]=2[CH:10]=1.CC1(C)C(C)(C)OB([C:29]2[CH:37]=[CH:36][CH:35]=[C:34]3[C:30]=2[CH:31]=[CH:32][NH:33]3)O1.C(=O)([O-])[O-].[Na+].[Na+].O.